This data is from Full USPTO retrosynthesis dataset with 1.9M reactions from patents (1976-2016). The task is: Predict the reactants needed to synthesize the given product. (1) Given the product [CH:1]1([C:7]2[S:21][C:10]3[N:11]=[C:12]([CH3:20])[N:13]=[C:14](/[CH:15]=[CH:16]\[OH:17])[C:9]=3[CH:8]=2)[CH2:2][CH2:3][CH2:4][CH2:5][CH2:6]1, predict the reactants needed to synthesize it. The reactants are: [CH:1]1([C:7]2[S:21][C:10]3[N:11]=[C:12]([CH3:20])[N:13]=[C:14](/[CH:15]=[CH:16]/[O:17]CC)[C:9]=3[CH:8]=2)[CH2:6][CH2:5][CH2:4][CH2:3][CH2:2]1.Cl.C(=O)(O)[O-].[Na+]. (2) Given the product [Br:1][C:2]1[CH:3]=[CH:4][C:5]([O:6][CH2:7][CH:8]2[CH2:9][CH2:10][N:11]([CH2:14][C:16]3([C:20]([F:23])([F:21])[F:22])[CH2:19][CH2:18][CH2:17]3)[CH2:12][CH2:13]2)=[CH:24][CH:25]=1, predict the reactants needed to synthesize it. The reactants are: [Br:1][C:2]1[CH:25]=[CH:24][C:5]([O:6][CH2:7][CH:8]2[CH2:13][CH2:12][N:11]([C:14]([C:16]3([C:20]([F:23])([F:22])[F:21])[CH2:19][CH2:18][CH2:17]3)=O)[CH2:10][CH2:9]2)=[CH:4][CH:3]=1.C([O-])(O)=O.[Na+]. (3) Given the product [OH:1][C:2]1[CH:3]=[C:4]([C:8]#[C:9][C:10]2[CH:11]=[CH:12][C:13]([CH2:16][CH2:17][C:18]([OH:20])=[O:19])=[CH:14][CH:15]=2)[CH:5]=[CH:6][CH:7]=1, predict the reactants needed to synthesize it. The reactants are: [OH:1][C:2]1[CH:3]=[C:4]([C:8]#[C:9][C:10]2[CH:15]=[CH:14][C:13]([CH2:16][CH2:17][C:18]([O:20]C)=[O:19])=[CH:12][CH:11]=2)[CH:5]=[CH:6][CH:7]=1. (4) Given the product [O:13]=[C:8]1[C:7]([C:1]2[CH:6]=[CH:5][CH:4]=[CH:3][CH:2]=2)([C:14]2[CH:15]=[CH:16][CH:17]=[CH:18][CH:19]=2)[CH2:12][CH2:11][CH2:10][N:9]1[CH2:27][C:28]([O:30][CH2:31][CH3:32])=[O:29], predict the reactants needed to synthesize it. The reactants are: [C:1]1([C:7]2([C:14]3[CH:19]=[CH:18][CH:17]=[CH:16][CH:15]=3)[CH2:12][CH2:11][CH2:10][NH:9][C:8]2=[O:13])[CH:6]=[CH:5][CH:4]=[CH:3][CH:2]=1.CC(C)([O-])C.[K+].Br[CH2:27][C:28]([O:30][CH2:31][CH3:32])=[O:29]. (5) The reactants are: [NH:1]([C:20]([O:22][CH2:23][C:24]1[CH:29]=[CH:28][CH:27]=[CH:26][CH:25]=1)=[O:21])[C@H:2]([C:10]([O:12]CC1C=CC=CC=1)=O)[CH2:3][C:4]1[CH:9]=[CH:8][CH:7]=[CH:6][CH:5]=1.Cl.[NH2:31][CH2:32][C:33]([NH2:35])=[O:34].CCN(CC)CC. Given the product [NH:1]([C:20]([O:22][CH2:23][C:24]1[CH:25]=[CH:26][CH:27]=[CH:28][CH:29]=1)=[O:21])[C@H:2]([C:10]([NH:31][CH2:32][C:33]([NH2:35])=[O:34])=[O:12])[CH2:3][C:4]1[CH:5]=[CH:6][CH:7]=[CH:8][CH:9]=1, predict the reactants needed to synthesize it. (6) Given the product [CH3:35][N:36]([CH3:41])[S:37]([NH:1][C:2]12[CH2:8][CH2:7][CH:6]([CH2:9][CH2:10]1)[CH2:5][N:4]1[C:11](=[O:27])[C:12]([OH:26])=[C:13]([C:15]([NH:17][CH2:18][C:19]3[CH:20]=[CH:21][C:22]([F:25])=[CH:23][CH:24]=3)=[O:16])[N:14]=[C:3]21)(=[O:39])=[O:38], predict the reactants needed to synthesize it. The reactants are: [NH2:1][C:2]12[CH2:10][CH2:9][CH:6]([CH2:7][CH2:8]1)[CH2:5][N:4]1[C:11](=[O:27])[C:12]([OH:26])=[C:13]([C:15]([NH:17][CH2:18][C:19]3[CH:24]=[CH:23][C:22]([F:25])=[CH:21][CH:20]=3)=[O:16])[N:14]=[C:3]21.CCN(CC)CC.[CH3:35][N:36]([CH3:41])[S:37](Cl)(=[O:39])=[O:38].[O-]CC.[Na+].